Dataset: NCI-60 drug combinations with 297,098 pairs across 59 cell lines. Task: Regression. Given two drug SMILES strings and cell line genomic features, predict the synergy score measuring deviation from expected non-interaction effect. Drug 1: C1CN1P(=S)(N2CC2)N3CC3. Synergy scores: CSS=0.372, Synergy_ZIP=2.81, Synergy_Bliss=1.81, Synergy_Loewe=1.41, Synergy_HSA=1.17. Drug 2: CC1=C2C(C(=O)C3(C(CC4C(C3C(C(C2(C)C)(CC1OC(=O)C(C(C5=CC=CC=C5)NC(=O)OC(C)(C)C)O)O)OC(=O)C6=CC=CC=C6)(CO4)OC(=O)C)O)C)O. Cell line: 786-0.